From a dataset of Full USPTO retrosynthesis dataset with 1.9M reactions from patents (1976-2016). Predict the reactants needed to synthesize the given product. (1) Given the product [CH3:17][O:15][C:14](=[O:16])[CH2:13][C:8]1[CH:9]=[CH:10][CH:11]=[CH:12][C:7]=1[Br:6], predict the reactants needed to synthesize it. The reactants are: OS(O)(=O)=O.[Br:6][C:7]1[CH:12]=[CH:11][CH:10]=[CH:9][C:8]=1[CH2:13][C:14]([OH:16])=[O:15].[C:17]([O-])(O)=O.[Na+]. (2) The reactants are: S(=O)(=O)(O)[OH:2].[Br:6][C:7]1[CH:12]=[CH:11][C:10]([NH:13][C:14](=[O:18])[CH:15]=NO)=[C:9]([CH2:19][CH3:20])[CH:8]=1. Given the product [Br:6][C:7]1[CH:12]=[C:11]2[C:10](=[C:9]([CH2:19][CH3:20])[CH:8]=1)[NH:13][C:14](=[O:18])[C:15]2=[O:2], predict the reactants needed to synthesize it. (3) Given the product [C:1]([O:5][C:6]([NH:8][C:9]1[CH:10]=[N:11][CH:12]=[CH:13][C:14]=1[C@H:15]1[CH2:20][C@@H:19]([NH:21][C:22](=[O:28])[O:23][C:24]([CH3:27])([CH3:26])[CH3:25])[C@@H:18]([NH2:29])[C@@H:17]([CH3:32])[CH2:16]1)=[O:7])([CH3:4])([CH3:2])[CH3:3], predict the reactants needed to synthesize it. The reactants are: [C:1]([O:5][C:6]([NH:8][C:9]1[CH:10]=[N:11][CH:12]=[CH:13][C:14]=1[C@H:15]1[CH2:20][C@@H:19]([NH:21][C:22](=[O:28])[O:23][C:24]([CH3:27])([CH3:26])[CH3:25])[C@@H:18]([N:29]=[N+]=[N-])[C@@H:17]([CH3:32])[CH2:16]1)=[O:7])([CH3:4])([CH3:3])[CH3:2].